From a dataset of Forward reaction prediction with 1.9M reactions from USPTO patents (1976-2016). Predict the product of the given reaction. (1) Given the reactants O[C:2]1[C:11]2[C:6](=[N:7][CH:8]=[CH:9][CH:10]=2)[N:5]([C:12]2[CH:17]=[CH:16][CH:15]=[C:14]([O:18][C:19]([F:22])([F:21])[F:20])[CH:13]=2)[C:4](=[O:23])[C:3]=1[C:24](=O)[CH2:25][C:26]1[CH:31]=[CH:30][CH:29]=[CH:28][C:27]=1OC(F)(F)F.[OH2:38].[NH2:39][NH2:40].C(=O)([O-])O.[Na+], predict the reaction product. The product is: [F:20][C:19]([F:22])([F:21])[O:38][C:31]1[CH:30]=[CH:29][CH:28]=[CH:27][C:26]=1[CH2:25][C:24]1[C:3]2[C:4](=[O:23])[N:5]([C:12]3[CH:17]=[CH:16][CH:15]=[C:14]([O:18][C:19]([F:22])([F:21])[F:20])[CH:13]=3)[C:6]3[N:7]=[CH:8][CH:9]=[CH:10][C:11]=3[C:2]=2[NH:40][N:39]=1. (2) Given the reactants [NH2:1][C:2]1[S:3][C:4]([C:10]2[CH:15]=[CH:14][C:13]([C:16]([OH:19])([CH3:18])[CH3:17])=[CH:12][C:11]=2[F:20])=[CH:5][C:6]=1[C:7]([NH2:9])=[O:8].Br[C:22]1[N:27]=[C:26]([O:28][CH2:29][CH2:30][OH:31])[CH:25]=[CH:24][CH:23]=1, predict the reaction product. The product is: [F:20][C:11]1[CH:12]=[C:13]([C:16]([OH:19])([CH3:17])[CH3:18])[CH:14]=[CH:15][C:10]=1[C:4]1[S:3][C:2]([NH:1][C:22]2[CH:23]=[CH:24][CH:25]=[C:26]([O:28][CH2:29][CH2:30][OH:31])[N:27]=2)=[C:6]([C:7]([NH2:9])=[O:8])[CH:5]=1. (3) Given the reactants [OH:1][C:2]1[CH:3]=[C:4]([C:8]([N+:13]([O-])=O)=[CH:9][C:10]=1[O:11][CH3:12])[C:5]([OH:7])=[O:6], predict the reaction product. The product is: [NH2:13][C:8]1[CH:9]=[C:10]([O:11][CH3:12])[C:2]([OH:1])=[CH:3][C:4]=1[C:5]([OH:7])=[O:6].